Dataset: NCI-60 drug combinations with 297,098 pairs across 59 cell lines. Task: Regression. Given two drug SMILES strings and cell line genomic features, predict the synergy score measuring deviation from expected non-interaction effect. (1) Drug 1: CS(=O)(=O)C1=CC(=C(C=C1)C(=O)NC2=CC(=C(C=C2)Cl)C3=CC=CC=N3)Cl. Drug 2: C(CC(=O)O)C(=O)CN.Cl. Cell line: CCRF-CEM. Synergy scores: CSS=19.8, Synergy_ZIP=-8.57, Synergy_Bliss=-6.83, Synergy_Loewe=-6.91, Synergy_HSA=-7.23. (2) Drug 1: C1C(C(OC1N2C=C(C(=O)NC2=O)F)CO)O. Drug 2: C1=NC(=NC(=O)N1C2C(C(C(O2)CO)O)O)N. Cell line: OVCAR-5. Synergy scores: CSS=23.1, Synergy_ZIP=-2.24, Synergy_Bliss=-0.117, Synergy_Loewe=-2.65, Synergy_HSA=0.181.